Dataset: Peptide-MHC class II binding affinity with 134,281 pairs from IEDB. Task: Regression. Given a peptide amino acid sequence and an MHC pseudo amino acid sequence, predict their binding affinity value. This is MHC class II binding data. (1) The peptide sequence is LAPLLSAGIFGAKPL. The MHC is DRB1_0101 with pseudo-sequence DRB1_0101. The binding affinity (normalized) is 0.492. (2) The peptide sequence is SILKWHLHKVVEVPI. The MHC is DRB1_0802 with pseudo-sequence DRB1_0802. The binding affinity (normalized) is 0.215. (3) The peptide sequence is IEEFGTGVFTTRVYMD. The MHC is DRB1_0701 with pseudo-sequence DRB1_0701. The binding affinity (normalized) is 0.508. (4) The peptide sequence is LTSYLGLTQPFLGLC. The MHC is DRB1_0404 with pseudo-sequence DRB1_0404. The binding affinity (normalized) is 0.605. (5) The peptide sequence is GTLHDKKSMGDDHFW. The MHC is DRB3_0101 with pseudo-sequence DRB3_0101. The binding affinity (normalized) is 0.289. (6) The peptide sequence is EVLYLKPLAGVGRSLKKQLE. The MHC is DRB1_0102 with pseudo-sequence QEFFIASGAAVDAIMWLFLECYDLQRATYHAVFT. The binding affinity (normalized) is 0. (7) The peptide sequence is RYFLMAFANQIHHID. The MHC is DRB1_0301 with pseudo-sequence DRB1_0301. The binding affinity (normalized) is 0.625.